From a dataset of Catalyst prediction with 721,799 reactions and 888 catalyst types from USPTO. Predict which catalyst facilitates the given reaction. (1) Reactant: [Cl:1][CH2:2][C:3]1[CH:8]=[CH:7][N:6]=[C:5]([NH2:9])[CH:4]=1.C(N(CC)CC)C.[C:17]([O:20][CH2:21][C:22](Cl)=[O:23])(=[O:19])[CH3:18]. Product: [C:17]([O:20][CH2:21][C:22]([NH:9][C:5]1[CH:4]=[C:3]([CH2:2][Cl:1])[CH:8]=[CH:7][N:6]=1)=[O:23])(=[O:19])[CH3:18]. The catalyst class is: 576. (2) Reactant: [CH2:1]([O:8][C:9]1[CH:10]=[C:11]([OH:15])[CH:12]=[CH:13][CH:14]=1)[C:2]1[CH:7]=[CH:6][CH:5]=[CH:4][CH:3]=1.[N+]([C:19]1[S:23][C:22]([C:24]#[N:25])=[CH:21][CH:20]=1)([O-])=O.C(=O)([O-])[O-].[K+].[K+].C(OCC)(=O)C. Product: [CH2:1]([O:8][C:9]1[CH:10]=[C:11]([CH:12]=[CH:13][CH:14]=1)[O:15][C:19]1[S:23][C:22]([C:24]#[N:25])=[CH:21][CH:20]=1)[C:2]1[CH:3]=[CH:4][CH:5]=[CH:6][CH:7]=1. The catalyst class is: 58.